From a dataset of Forward reaction prediction with 1.9M reactions from USPTO patents (1976-2016). Predict the product of the given reaction. (1) Given the reactants [NH2:1][C:2]1[C:7]([CH:8]=O)=[CH:6][CH:5]=[CH:4][N:3]=1.[F:10][C:11]([F:21])([F:20])[C:12](=O)[CH2:13][C:14]([O:16][CH2:17][CH3:18])=[O:15].N1CCCCC1, predict the reaction product. The product is: [F:10][C:11]([F:21])([F:20])[C:12]1[C:13]([C:14]([O:16][CH2:17][CH3:18])=[O:15])=[CH:8][C:7]2[C:2](=[N:3][CH:4]=[CH:5][CH:6]=2)[N:1]=1. (2) Given the reactants C[O:2][CH:3]=[C:4]1[CH2:8][CH2:7][C:6]2([CH2:14][CH2:13][CH:12]=[CH:11][CH2:10][CH2:9]2)[CH2:5]1.Cl.O, predict the reaction product. The product is: [CH2:5]1[C:6]2([CH2:14][CH2:13][CH:12]=[CH:11][CH2:10][CH2:9]2)[CH2:7][CH2:8][CH:4]1[CH:3]=[O:2]. (3) Given the reactants CS(O[C@H:6]1[CH2:9][C@@H:8]([NH:10][C:11]([O:13][C:14]([CH3:17])([CH3:16])[CH3:15])=[O:12])[CH2:7]1)(=O)=O.C(OC(=O)N[C@H]1C[C@H](N)C1)(C)(C)C.[NH2:31][NH2:32], predict the reaction product. The product is: [C:14]([O:13][C:11](=[O:12])[NH:10][C@H:8]1[CH2:9][C@H:6]([NH:31][NH2:32])[CH2:7]1)([CH3:17])([CH3:16])[CH3:15].